From a dataset of Forward reaction prediction with 1.9M reactions from USPTO patents (1976-2016). Predict the product of the given reaction. (1) Given the reactants [NH2:1][C:2]1[C:3]2[CH:10]=[CH:9][N:8]([C@@H:11]3[O:17][C@H:16]([CH2:18][OH:19])[C@@H:14]([OH:15])[C@@:12]3([CH3:20])[OH:13])[C:4]=2[N:5]=[CH:6][N:7]=1.[Si:21](Cl)([C:24]([CH3:27])([CH3:26])[CH3:25])([CH3:23])[CH3:22], predict the reaction product. The product is: [NH2:1][C:2]1[C:3]2[CH:10]=[CH:9][N:8]([C@@H:11]3[O:17][C@H:16]([CH2:18][O:19][Si:21]([C:24]([CH3:27])([CH3:26])[CH3:25])([CH3:23])[CH3:22])[C@@H:14]([OH:15])[C@@:12]3([CH3:20])[OH:13])[C:4]=2[N:5]=[CH:6][N:7]=1. (2) Given the reactants [C:1]([C:3]1[C:4]([N:18]2[CH2:23][CH2:22][NH:21][CH2:20][CH2:19]2)=[N:5][C:6]([C:14]([F:17])([F:16])[F:15])=[C:7]([CH:13]=1)[C:8]([O:10][CH2:11][CH3:12])=[O:9])#[N:2].[CH3:24][C:25]1[CH:30]=[CH:29][CH:28]=[CH:27][C:26]=1[S:31]([N:34]=[C:35]=[O:36])(=[O:33])=[O:32].C(N(CC)CC)C, predict the reaction product. The product is: [C:1]([C:3]1[C:4]([N:18]2[CH2:23][CH2:22][N:21]([C:35]([NH:34][S:31]([C:26]3[CH:27]=[CH:28][CH:29]=[CH:30][C:25]=3[CH3:24])(=[O:33])=[O:32])=[O:36])[CH2:20][CH2:19]2)=[N:5][C:6]([C:14]([F:15])([F:17])[F:16])=[C:7]([CH:13]=1)[C:8]([O:10][CH2:11][CH3:12])=[O:9])#[N:2]. (3) Given the reactants [NH2:1][C:2]1[CH:3]=[C:4]([C:8]2[CH:17]=[CH:16][C:15]3[N:14]=[CH:13][C:12]4[N:18]([CH3:32])[N:19]=[C:20]([C:21]5[CH:26]=[CH:25][C:24]([C:27]([CH3:31])([CH3:30])[C:28]#[N:29])=[CH:23][CH:22]=5)[C:11]=4[C:10]=3[CH:9]=2)[CH:5]=[N:6][CH:7]=1.[CH3:33][S:34](Cl)(=[O:36])=[O:35], predict the reaction product. The product is: [C:28]([C:27]([C:24]1[CH:23]=[CH:22][C:21]([C:20]2[C:11]3[C:10]4[CH:9]=[C:8]([C:4]5[CH:3]=[C:2]([NH:1][S:34]([CH3:33])(=[O:36])=[O:35])[CH:7]=[N:6][CH:5]=5)[CH:17]=[CH:16][C:15]=4[N:14]=[CH:13][C:12]=3[N:18]([CH3:32])[N:19]=2)=[CH:26][CH:25]=1)([CH3:30])[CH3:31])#[N:29]. (4) Given the reactants Cl[C:2]1[C:7]([N+:8]([O-:10])=[O:9])=[CH:6][CH:5]=[C:4]([C:11]2[CH:16]=[CH:15][CH:14]=[CH:13][CH:12]=2)[N:3]=1.[C:17]([O:21][C:22](=[O:35])[NH:23][C:24]1([C:28]2[CH:33]=[CH:32][C:31]([NH2:34])=[CH:30][CH:29]=2)[CH2:27][CH2:26][CH2:25]1)([CH3:20])([CH3:19])[CH3:18], predict the reaction product. The product is: [C:17]([O:21][C:22](=[O:35])[NH:23][C:24]1([C:28]2[CH:33]=[CH:32][C:31]([NH:34][C:2]3[C:7]([N+:8]([O-:10])=[O:9])=[CH:6][CH:5]=[C:4]([C:11]4[CH:16]=[CH:15][CH:14]=[CH:13][CH:12]=4)[N:3]=3)=[CH:30][CH:29]=2)[CH2:25][CH2:26][CH2:27]1)([CH3:20])([CH3:18])[CH3:19]. (5) Given the reactants [C:1]([C:3]1[CH:37]=[CH:36][C:6]2[N:7]([CH2:22][C:23]3[C:32]4[C:27](=[CH:28][CH:29]=[CH:30][CH:31]=4)[N:26]=[CH:25][C:24]=3[CH:33]3[CH2:35][CH2:34]3)[C:8](=[O:21])[C@@H:9]([NH:13]C(=O)OC(C)(C)C)[C@H:10]([CH3:12])[NH:11][C:5]=2[CH:4]=1)#[N:2].[ClH:38], predict the reaction product. The product is: [ClH:38].[ClH:38].[NH2:13][C@@H:9]1[C:8](=[O:21])[N:7]([CH2:22][C:23]2[C:32]3[C:27](=[CH:28][CH:29]=[CH:30][CH:31]=3)[N:26]=[CH:25][C:24]=2[CH:33]2[CH2:35][CH2:34]2)[C:6]2[CH:36]=[CH:37][C:3]([C:1]#[N:2])=[CH:4][C:5]=2[NH:11][C@H:10]1[CH3:12]. (6) Given the reactants [CH:1]1([C:4]2[N:8]([C:9]3[CH:14]=[CH:13][C:12]([NH:15][C:16](=[O:29])[CH:17]([C:19]4[CH:20]=[C:21]5[C:26](=[CH:27][CH:28]=4)[N:25]=[CH:24][CH:23]=[CH:22]5)[CH3:18])=[CH:11][CH:10]=3)[N:7]=[C:6]([C:30]([F:33])([F:32])[F:31])[CH:5]=2)[CH2:3][CH2:2]1.[ClH:34], predict the reaction product. The product is: [ClH:34].[CH:1]1([C:4]2[N:8]([C:9]3[CH:10]=[CH:11][C:12]([NH:15][C:16](=[O:29])[CH:17]([C:19]4[CH:20]=[C:21]5[C:26](=[CH:27][CH:28]=4)[N:25]=[CH:24][CH:23]=[CH:22]5)[CH3:18])=[CH:13][CH:14]=3)[N:7]=[C:6]([C:30]([F:32])([F:31])[F:33])[CH:5]=2)[CH2:3][CH2:2]1. (7) The product is: [Cl:14][C:15]1[CH:20]=[CH:19][C:18]([O:21][CH3:22])=[C:17]([C:8]2[CH:13]=[CH:12][N:11]=[CH:10][CH:9]=2)[CH:16]=1. Given the reactants [Br-].B(O)O.O.Cl.Br[C:8]1[CH:13]=[CH:12][N:11]=[CH:10][CH:9]=1.[Cl:14][C:15]1[CH:16]=[C:17](B(O)O)[C:18]([O:21][CH3:22])=[CH:19][CH:20]=1, predict the reaction product. (8) Given the reactants C(=O)([O-])[O-].[K+].[K+].[CH3:7][N:8]1[CH2:13][CH2:12][NH:11][CH2:10][CH2:9]1.F[C:15]1[CH:22]=[CH:21][C:18]([CH:19]=[O:20])=[CH:17][CH:16]=1, predict the reaction product. The product is: [CH3:7][N:8]1[CH2:13][CH2:12][N:11]([C:15]2[CH:22]=[CH:21][C:18]([CH:19]=[O:20])=[CH:17][CH:16]=2)[CH2:10][CH2:9]1.